Dataset: Serine/threonine kinase 33 screen with 319,792 compounds. Task: Binary Classification. Given a drug SMILES string, predict its activity (active/inactive) in a high-throughput screening assay against a specified biological target. (1) The drug is o1c2c(n(CCN3C(=O)c4c(C3=O)cccc4)c1=O)cccc2. The result is 0 (inactive). (2) The drug is O(Cc1c2c(cnc1c1cc(OC)ccc1)cccc2)C(=O)N(C)C. The result is 0 (inactive). (3) The result is 0 (inactive). The compound is S(c1n(c2c(OC)cccc2)c(=O)c2c(n1)[nH]nc2)CC(=O)Nc1ccc(OCC)cc1. (4) The molecule is s1\c(=C\c2c3c(n(c2)CC(O)=O)cccc3)c(=O)n2c3c(nc12)cccc3. The result is 1 (active). (5) The drug is O1N=C(CC21CC(N(C2)C(=O)CC#N)C(=O)N)c1cc(NC(=O)/C=C/C=C\C)ccc1. The result is 0 (inactive). (6) The drug is O(c1c(cccc1)/C=N\OC(=O)c1ccc(cc1)C)C. The result is 0 (inactive). (7) The drug is O(c1nc(ncc1C(OCC)=O)c1ccccc1)c1ccc(OC)cc1. The result is 0 (inactive). (8) The molecule is O=C(N1CCN(CC1)C(=O)c1occc1)COC(=O)COc1ccc(OCC)cc1. The result is 0 (inactive).